This data is from Full USPTO retrosynthesis dataset with 1.9M reactions from patents (1976-2016). The task is: Predict the reactants needed to synthesize the given product. (1) Given the product [C:1]([O:5][C:6]([N:8]1[CH2:12][CH2:11][C:10]([NH:18][C:19]([O:21][CH2:22][C:23]2[CH:28]=[CH:27][CH:26]=[CH:25][CH:24]=2)=[O:20])([C:13]([F:17])([F:16])[CH2:14][O:15][S:37]([CH3:36])(=[O:39])=[O:38])[CH2:9]1)=[O:7])([CH3:4])([CH3:2])[CH3:3], predict the reactants needed to synthesize it. The reactants are: [C:1]([O:5][C:6]([N:8]1[CH2:12][CH2:11][C:10]([NH:18][C:19]([O:21][CH2:22][C:23]2[CH:28]=[CH:27][CH:26]=[CH:25][CH:24]=2)=[O:20])([C:13]([F:17])([F:16])[CH2:14][OH:15])[CH2:9]1)=[O:7])([CH3:4])([CH3:3])[CH3:2].C(N(CC)CC)C.[CH3:36][S:37](Cl)(=[O:39])=[O:38].S(=O)(=O)(O)[O-].[K+]. (2) Given the product [CH3:1][O:2][C:3]1[CH:4]=[C:5]([CH2:11][CH2:12][C:13]2[N:14]=[C:15]3[CH:21]=[C:20]([C:22]4[CH:23]=[N:24][N:25]([CH:43]5[CH2:48][CH2:47][N:46]([CH3:49])[CH2:45][CH2:44]5)[CH:26]=4)[NH:19][C:16]3=[N:17][CH:18]=2)[CH:6]=[C:7]([O:9][CH3:10])[CH:8]=1, predict the reactants needed to synthesize it. The reactants are: [CH3:1][O:2][C:3]1[CH:4]=[C:5]([CH2:11][CH2:12][C:13]2[N:14]=[C:15]3[CH:21]=[C:20]([C:22]4[CH:23]=[N:24][NH:25][CH:26]=4)[N:19](S(C4C=CC=CC=4)(=O)=O)[C:16]3=[N:17][CH:18]=2)[CH:6]=[C:7]([O:9][CH3:10])[CH:8]=1.[H-].[Na+].CS(O[CH:43]1[CH2:48][CH2:47][N:46]([CH3:49])[CH2:45][CH2:44]1)(=O)=O. (3) Given the product [CH3:1][N:2]1[C:10]2[C:5](=[CH:6][CH:7]=[CH:8][CH:9]=2)[C:4]([CH2:11][CH:12]([CH3:14])[CH3:13])=[C:3]1[C:15]([NH:17][C@H:18]([C:22]([NH:24][CH:25]([C:34](=[O:44])[CH2:35][O:36][C:37]1[CH:42]=[CH:41][C:40]([F:43])=[CH:39][CH:38]=1)[CH2:26][C:27]([OH:29])=[O:28])=[O:23])[CH:19]([CH3:20])[CH3:21])=[O:16], predict the reactants needed to synthesize it. The reactants are: [CH3:1][N:2]1[C:10]2[C:5](=[CH:6][CH:7]=[CH:8][CH:9]=2)[C:4]([CH2:11][CH:12]([CH3:14])[CH3:13])=[C:3]1[C:15]([NH:17][C@H:18]([C:22]([NH:24][CH:25]([C:34](=[O:44])[CH2:35][O:36][C:37]1[CH:42]=[CH:41][C:40]([F:43])=[CH:39][CH:38]=1)[CH2:26][C:27]([O:29]C(C)(C)C)=[O:28])=[O:23])[CH:19]([CH3:21])[CH3:20])=[O:16].C(O)(C(F)(F)F)=O. (4) Given the product [CH:33]1([NH:36][CH:11]([C:10]2[C:2]([CH3:1])=[C:3]3[C:7](=[CH:8][CH:9]=2)[C:6](=[O:32])[O:5][CH2:4]3)[CH2:12][N:13]2[CH2:30][CH2:29][C:16]3([C:20](=[O:21])[N:19]([C:22]4[CH2:23][O:24][C:25](=[O:28])[C:26]=4[CH3:27])[CH2:18][CH2:17]3)[CH2:15][CH2:14]2)[CH2:35][CH2:34]1, predict the reactants needed to synthesize it. The reactants are: [CH3:1][C:2]1[C:10]([C:11](=O)[CH2:12][N:13]2[CH2:30][CH2:29][C:16]3([C:20](=[O:21])[N:19]([C:22]4[CH2:23][O:24][C:25](=[O:28])[C:26]=4[CH3:27])[CH2:18][CH2:17]3)[CH2:15][CH2:14]2)=[CH:9][CH:8]=[C:7]2[C:3]=1[CH2:4][O:5][C:6]2=[O:32].[CH:33]1([NH2:36])[CH2:35][CH2:34]1.[BH3-]C#N.[Na+]. (5) Given the product [CH3:28][O:27][C:25]1[CH:24]=[C:23]([CH2:29][C:30]([NH:1][N:2]2[N:11]=[C:10]([N:12]3[CH2:17][CH2:16][O:15][CH2:14][CH2:13]3)[C:9]3[C:4](=[CH:5][CH:6]=[CH:7][CH:8]=3)[C:3]2=[O:18])=[O:31])[CH:22]=[C:21]([O:20][CH3:19])[CH:26]=1, predict the reactants needed to synthesize it. The reactants are: [NH2:1][N:2]1[N:11]=[C:10]([N:12]2[CH2:17][CH2:16][O:15][CH2:14][CH2:13]2)[C:9]2[C:4](=[CH:5][CH:6]=[CH:7][CH:8]=2)[C:3]1=[O:18].[CH3:19][O:20][C:21]1[CH:22]=[C:23]([CH2:29][C:30](O)=[O:31])[CH:24]=[C:25]([O:27][CH3:28])[CH:26]=1.